From a dataset of Forward reaction prediction with 1.9M reactions from USPTO patents (1976-2016). Predict the product of the given reaction. (1) Given the reactants [Cl:1][C:2]1[CH:3]=[CH:4][C:5]2[CH2:11][CH2:10][NH:9][CH2:8][CH:7]([CH3:12])[C:6]=2[CH:13]=1.[C:14]([OH:23])(=[O:22])[C@@H:15]([C@H:17]([C:19]([OH:21])=[O:20])[OH:18])[OH:16], predict the reaction product. The product is: [C:19]([CH:17]([CH:15]([C:14]([OH:23])=[O:22])[OH:16])[OH:18])([OH:21])=[O:20].[Cl:1][C:2]1[CH:3]=[CH:4][C:5]2[CH2:11][CH2:10][NH:9][CH2:8][C@H:7]([CH3:12])[C:6]=2[CH:13]=1.[Cl:1][C:2]1[CH:3]=[CH:4][C:5]2[CH2:11][CH2:10][NH:9][CH2:8][C@H:7]([CH3:12])[C:6]=2[CH:13]=1. (2) Given the reactants [Br:1][C:2]1N=C2C=CC(OC)=CN2[CH:12]=1.[NH2:13][C:14]1[CH:23]=[C:22]([O:24][CH3:25])[C:17]([C:18]([O:20][CH3:21])=[O:19])=[CH:16][N:15]=1, predict the reaction product. The product is: [Br:1][C:2]1[N:13]=[C:14]2[CH:23]=[C:22]([O:24][CH3:25])[C:17]([C:18]([O:20][CH3:21])=[O:19])=[CH:16][N:15]2[CH:12]=1. (3) Given the reactants [Cl:1][C:2]1[N:3]=[C:4]([N:13]2[CH2:18][CH2:17][O:16][CH2:15][CH2:14]2)[C:5]2[S:10][C:9](SC)=[N:8][C:6]=2[N:7]=1.O[O:20][S:21]([O-:23])=O.[K+].[CH2:25](Cl)Cl, predict the reaction product. The product is: [Cl:1][C:2]1[N:3]=[C:4]([N:13]2[CH2:18][CH2:17][O:16][CH2:15][CH2:14]2)[C:5]2[S:10][C:9]([S:21]([CH3:25])(=[O:23])=[O:20])=[N:8][C:6]=2[N:7]=1. (4) Given the reactants [CH3:1][C:2]1[CH:7]=[CH:6][C:5]([S:8]([NH:11][NH2:12])(=[O:10])=[O:9])=[CH:4][CH:3]=1.[O:13]1[CH2:18][CH2:17][C:16](=O)[CH2:15][CH2:14]1, predict the reaction product. The product is: [CH3:1][C:2]1[CH:7]=[CH:6][C:5]([S:8]([NH:11][N:12]=[C:16]2[CH2:17][CH2:18][O:13][CH2:14][CH2:15]2)(=[O:10])=[O:9])=[CH:4][CH:3]=1. (5) Given the reactants [CH3:1][C:2]1[N:3]=[C:4]([C:13]2[CH:18]=[CH:17][CH:16]=[CH:15][CH:14]=2)[N:5]2[C:10]=1[CH:9]=[N:8][C:7](SC)=[N:6]2.CC1N=C(C2C=CC=CC=2)N2C=1C=NC(S(C)(=O)=O)=N2.[CH3:39][O:40][C:41]1[CH:46]=[CH:45][C:44]([NH2:47])=[CH:43][CH:42]=1.C1(C)C=CC(S(O)(=O)=O)=CC=1, predict the reaction product. The product is: [CH3:1][C:2]1[N:3]=[C:4]([C:13]2[CH:18]=[CH:17][CH:16]=[CH:15][CH:14]=2)[N:5]2[C:10]=1[CH:9]=[N:8][C:7]([NH:47][C:44]1[CH:45]=[CH:46][C:41]([O:40][CH3:39])=[CH:42][CH:43]=1)=[N:6]2. (6) Given the reactants [C:1]([C:5]1[CH:10]=[CH:9][C:8]([C:11]#[C:12][C:13]2[CH:18]=[CH:17][N:16]=[CH:15][C:14]=2[N+:19]([O-])=O)=[CH:7][CH:6]=1)([CH3:4])([CH3:3])[CH3:2].C(OCC)(=O)C.C(O)(=O)C, predict the reaction product. The product is: [C:1]([C:5]1[CH:6]=[CH:7][C:8]([C:11]#[C:12][C:13]2[CH:18]=[CH:17][N:16]=[CH:15][C:14]=2[NH2:19])=[CH:9][CH:10]=1)([CH3:4])([CH3:2])[CH3:3]. (7) Given the reactants Br[C:2]1[C:3]([CH3:10])=[N:4][C:5]([O:8][CH3:9])=[CH:6][CH:7]=1.C1(P(C2CCCCC2)C2C=CC=CC=2C2C(C(C)C)=CC(C(C)C)=CC=2C(C)C)CCCCC1.C(=O)([O-])[O-].[Cs+].[Cs+].[Cl:51][C:52]1[CH:58]=[CH:57][C:56]([O:59][CH3:60])=[CH:55][C:53]=1[NH2:54], predict the reaction product. The product is: [Cl:51][C:52]1[CH:58]=[CH:57][C:56]([O:59][CH3:60])=[CH:55][C:53]=1[NH:54][C:2]1[C:3]([CH3:10])=[N:4][C:5]([O:8][CH3:9])=[CH:6][CH:7]=1. (8) Given the reactants [CH2:1]([O:3][C:4]([N:6]1[C:15]2[C:10](=[CH:11][C:12]([C:16]([F:19])([F:18])[F:17])=[CH:13][CH:14]=2)[CH:9]([CH:20]([C:26]2[CH:31]=[C:30]([C:32]([F:35])([F:34])[F:33])[CH:29]=[C:28]([C:36]([F:39])([F:38])[F:37])[CH:27]=2)OS(C)(=O)=O)[CH2:8][CH:7]1[CH2:40][CH3:41])=[O:5])[CH3:2].CN(C=O)C.[N-:47]=[N+:48]=[N-:49].[Na+], predict the reaction product. The product is: [CH2:1]([O:3][C:4]([N:6]1[C:15]2[C:10](=[CH:11][C:12]([C:16]([F:19])([F:18])[F:17])=[CH:13][CH:14]=2)[CH:9]([CH:20]([N:47]=[N+:48]=[N-:49])[C:26]2[CH:31]=[C:30]([C:32]([F:35])([F:34])[F:33])[CH:29]=[C:28]([C:36]([F:39])([F:38])[F:37])[CH:27]=2)[CH2:8][CH:7]1[CH2:40][CH3:41])=[O:5])[CH3:2].